From a dataset of Catalyst prediction with 721,799 reactions and 888 catalyst types from USPTO. Predict which catalyst facilitates the given reaction. Reactant: [CH3:1][C:2]1[CH:10]=[CH:9][C:8]2[N:7]([CH2:11][CH2:12][C:13]3[CH:18]=[CH:17][CH:16]=[CH:15][CH:14]=3)[C:6]3[CH2:19][CH2:20][N:21](C(OCC(Cl)(Cl)Cl)=O)[CH2:22][C:5]=3[C:4]=2[CH:3]=1.C([O-])(O)=O.[Na+]. Product: [CH3:1][C:2]1[CH:10]=[CH:9][C:8]2[N:7]([CH2:11][CH2:12][C:13]3[CH:18]=[CH:17][CH:16]=[CH:15][CH:14]=3)[C:6]3[CH2:19][CH2:20][NH:21][CH2:22][C:5]=3[C:4]=2[CH:3]=1. The catalyst class is: 183.